The task is: Regression/Classification. Given a drug SMILES string, predict its absorption, distribution, metabolism, or excretion properties. Task type varies by dataset: regression for continuous measurements (e.g., permeability, clearance, half-life) or binary classification for categorical outcomes (e.g., BBB penetration, CYP inhibition). Dataset: rlm.. This data is from Rat liver microsome stability data. (1) The molecule is O=S(=O)(c1ccccc1)N1CCCCC1CCc1ccccc1. The result is 1 (stable in rat liver microsomes). (2) The result is 1 (stable in rat liver microsomes). The compound is Cn1cncc1CN1CC(N(CC2CCN(C(=O)OC(C)(C)C)CC2)S(=O)(=O)c2ccccn2)Cc2cc(C#N)ccc21. (3) The drug is CCN(CC)S(=O)(=O)c1ccc2oc(C(=O)Nc3ccc(Br)cc3F)c(C)c2c1. The result is 1 (stable in rat liver microsomes). (4) The drug is CN1CCCC(CC2c3ccccc3Sc3ccccc32)C1. The result is 1 (stable in rat liver microsomes). (5) The compound is COc1cc2nc(N3CCCC3)nc(NCCCCCN3CCCC3)c2cc1OC. The result is 0 (unstable in rat liver microsomes). (6) The drug is CC(Nc1nc(N2CCN(S(C)(=O)=O)CC2)nc2ccccc12)c1ccccc1. The result is 1 (stable in rat liver microsomes). (7) The molecule is CC(C)[C@H](NS(=O)(=O)c1ccc2c(c1)sc1cc(NC(=O)Nc3ccccc3)ccc12)C(=O)O. The result is 0 (unstable in rat liver microsomes).